This data is from Forward reaction prediction with 1.9M reactions from USPTO patents (1976-2016). The task is: Predict the product of the given reaction. Given the reactants [CH3:1][C:2]([CH:17]1[CH2:22][CH2:21][NH:20][CH2:19][CH2:18]1)([S:4]([C:7]1[CH:12]=[CH:11][CH:10]=[C:9]([C:13]([F:16])([F:15])[F:14])[CH:8]=1)(=[O:6])=[O:5])[CH3:3].[N:23]1[C:32]2[C:27](=[CH:28][CH:29]=[CH:30][CH:31]=2)[CH:26]=[C:25](B(O)O)[CH:24]=1.C(N(C(C)C)CC)(C)C, predict the reaction product. The product is: [CH3:3][C:2]([CH:17]1[CH2:22][CH2:21][N:20]([C:25]2[CH:24]=[N:23][C:32]3[C:27]([CH:26]=2)=[CH:28][CH:29]=[CH:30][CH:31]=3)[CH2:19][CH2:18]1)([S:4]([C:7]1[CH:12]=[CH:11][CH:10]=[C:9]([C:13]([F:14])([F:16])[F:15])[CH:8]=1)(=[O:5])=[O:6])[CH3:1].